Dataset: Catalyst prediction with 721,799 reactions and 888 catalyst types from USPTO. Task: Predict which catalyst facilitates the given reaction. (1) Reactant: [CH2:1]([N:5]1[CH:9]=[CH:8][C:7]([C:10]([OH:12])=O)=[N:6]1)[CH2:2][CH2:3][CH3:4].Cl.[O:14]1[CH2:18][CH2:17][CH:16]([CH2:19][NH2:20])[CH2:15]1.C(N(CC)CC)C.ON1C2C=CC=CC=2N=N1.Cl.C(N=C=NCCCN(C)C)C. Product: [O:14]1[CH2:18][CH2:17][CH:16]([CH2:19][NH:20][C:10]([C:7]2[CH:8]=[CH:9][N:5]([CH2:1][CH2:2][CH2:3][CH3:4])[N:6]=2)=[O:12])[CH2:15]1. The catalyst class is: 22. (2) Reactant: Br[CH2:2][C:3]([C:5]1[CH:10]=[CH:9][C:8]([Br:11])=[CH:7][CH:6]=1)=O.[CH3:12][C:13]([C:16]([NH2:18])=[NH:17])([CH3:15])[CH3:14].Cl.C([O-])([O-])=O.[K+].[K+]. Product: [Br:11][C:8]1[CH:9]=[CH:10][C:5]([C:3]2[N:17]=[C:16]([C:13]([CH3:15])([CH3:14])[CH3:12])[NH:18][CH:2]=2)=[CH:6][CH:7]=1. The catalyst class is: 9. (3) Reactant: [OH:1][C@@H:2]1[CH2:7][CH2:6][CH2:5][NH:4][CH2:3]1.[C:8]([O:12][C:13](O[C:13]([O:12][C:8]([CH3:11])([CH3:10])[CH3:9])=[O:14])=[O:14])([CH3:11])([CH3:10])[CH3:9].CN1CCOCC1. Product: [C:13]([N:4]1[CH2:5][CH2:6][CH2:7][C@@H:2]([OH:1])[CH2:3]1)([O:12][C:8]([CH3:11])([CH3:10])[CH3:9])=[O:14]. The catalyst class is: 258. (4) Reactant: [NH:1]1[C:9]2[C:4](=[CH:5][CH:6]=[CH:7][CH:8]=2)[C:3]([CH:10]=[CH:11][C:12]2[CH:20]=[CH:19][C:15]([C:16]([OH:18])=[O:17])=[CH:14][C:13]=2[N+:21]([O-])=O)=[N:2]1.[Sn].Cl. Product: [NH2:21][C:13]1[CH:14]=[C:15]([CH:19]=[CH:20][C:12]=1[CH:11]=[CH:10][C:3]1[C:4]2[C:9](=[CH:8][CH:7]=[CH:6][CH:5]=2)[NH:1][N:2]=1)[C:16]([OH:18])=[O:17]. The catalyst class is: 8. (5) Reactant: [Br:1][C:2]1[CH:7]=[CH:6][C:5]([NH:8][C:9](=[O:12])[CH:10]=[CH2:11])=[CH:4][CH:3]=1.[NH:13]1[CH2:17][CH2:16][CH2:15][CH2:14]1. Product: [Br:1][C:2]1[CH:3]=[CH:4][C:5]([NH:8][C:9](=[O:12])[CH2:10][CH2:11][N:13]2[CH2:17][CH2:16][CH2:15][CH2:14]2)=[CH:6][CH:7]=1. The catalyst class is: 8. (6) Reactant: [C:1]([C:9]1[CH:10]=[CH:11][C:12](F)=[C:13]([CH:16]=1)[CH:14]=O)(=[O:8])[C:2]1[CH:7]=[CH:6][CH:5]=[CH:4][CH:3]=1.[C:18]([O:22][CH3:23])(=[O:21])[CH2:19][SH:20].C(=O)([O-])[O-].[K+].[K+].CN(C)C=O. Product: [C:1]([C:9]1[CH:10]=[CH:11][C:12]2[S:20][C:19]([C:18]([O:22][CH3:23])=[O:21])=[CH:14][C:13]=2[CH:16]=1)(=[O:8])[C:2]1[CH:7]=[CH:6][CH:5]=[CH:4][CH:3]=1. The catalyst class is: 84. (7) Reactant: [CH3:1][N:2]1[CH:6]=[C:5]([C:7]2[CH:12]=[CH:11][C:10]([C:13]3[C:22]4[C:17](=[CH:18][CH:19]=[C:20]([NH2:23])[CH:21]=4)[CH:16]=[N:15][CH:14]=3)=[CH:9][CH:8]=2)[CH:4]=[N:3]1.[CH3:24][O:25][CH2:26][C:27](Cl)=[O:28].C(N(CC)C(C)C)(C)C. Product: [CH3:24][O:25][CH2:26][C:27]([NH:23][C:20]1[CH:21]=[C:22]2[C:17](=[CH:18][CH:19]=1)[CH:16]=[N:15][CH:14]=[C:13]2[C:10]1[CH:11]=[CH:12][C:7]([C:5]2[CH:4]=[N:3][N:2]([CH3:1])[CH:6]=2)=[CH:8][CH:9]=1)=[O:28]. The catalyst class is: 4. (8) Reactant: [CH3:1][C:2]1([CH2:12][CH:13]=[O:14])[C:11]2[C:6](=[CH:7][CH:8]=[CH:9][CH:10]=2)[O:5][CH2:4][CH2:3]1.[H-].[H-].[H-].[H-].[Li+].[Al+3]. Product: [CH3:1][C:2]1([CH2:12][CH2:13][OH:14])[C:11]2[C:6](=[CH:7][CH:8]=[CH:9][CH:10]=2)[O:5][CH2:4][CH2:3]1. The catalyst class is: 7.